From a dataset of Catalyst prediction with 721,799 reactions and 888 catalyst types from USPTO. Predict which catalyst facilitates the given reaction. Reactant: [NH:1]1[CH2:6][CH2:5][CH2:4][CH2:3][CH:2]1[C:7]([OH:9])=[O:8].[CH2:10]=O. Product: [CH3:10][N:1]1[CH2:6][CH2:5][CH2:4][CH2:3][CH:2]1[C:7]([OH:9])=[O:8]. The catalyst class is: 106.